From a dataset of Catalyst prediction with 721,799 reactions and 888 catalyst types from USPTO. Predict which catalyst facilitates the given reaction. Reactant: [F:1][C:2]([F:36])([F:35])[C:3]1[CH:4]=[C:5]([C:13]([CH3:34])([CH3:33])[C:14]([N:16]([C:18]2[CH:19]=[N:20][C:21](Cl)=[CH:22][C:23]=2[C:24]2[CH:29]=[C:28]([F:30])[CH:27]=[CH:26][C:25]=2[CH3:31])[CH3:17])=[O:15])[CH:6]=[C:7]([C:9]([F:12])([F:11])[F:10])[CH:8]=1.[CH3:37][C:38]([Si:41]([CH3:55])([CH3:54])[O:42][CH2:43][C@@H:44]1[CH2:53][N:52]2[C@H:47]([CH2:48][O:49][CH2:50][CH2:51]2)[CH2:46][NH:45]1)([CH3:40])[CH3:39].[Cl-].[OH-].[Na+]. Product: [F:1][C:2]([F:36])([F:35])[C:3]1[CH:4]=[C:5]([C:13]([CH3:34])([CH3:33])[C:14]([N:16]([C:18]2[CH:19]=[N:20][C:21]([N:45]3[C@H:44]([CH2:43][O:42][Si:41]([C:38]([CH3:40])([CH3:39])[CH3:37])([CH3:54])[CH3:55])[CH2:53][N:52]4[C@H:47]([CH2:48][O:49][CH2:50][CH2:51]4)[CH2:46]3)=[CH:22][C:23]=2[C:24]2[CH:29]=[C:28]([F:30])[CH:27]=[CH:26][C:25]=2[CH3:31])[CH3:17])=[O:15])[CH:6]=[C:7]([C:9]([F:12])([F:11])[F:10])[CH:8]=1. The catalyst class is: 260.